This data is from Full USPTO retrosynthesis dataset with 1.9M reactions from patents (1976-2016). The task is: Predict the reactants needed to synthesize the given product. (1) Given the product [C:35]([C:38]1[CH:43]=[CH:42][CH:41]=[CH:40][C:39]=1[C:27]1[CH:26]=[C:25]([C:28]([F:30])([F:31])[F:29])[CH:24]=[CH:23][C:22]=1[O:21][C:16]1[CH:15]=[C:14]([CH:19]=[C:18]([CH3:20])[CH:17]=1)[O:13][C:10]1[CH:11]=[CH:12][C:7]([CH2:6][CH2:5][C:4]([OH:34])=[O:3])=[C:8]([CH3:33])[CH:9]=1)(=[O:37])[CH3:36], predict the reactants needed to synthesize it. The reactants are: C([O:3][C:4](=[O:34])[CH2:5][CH2:6][C:7]1[CH:12]=[CH:11][C:10]([O:13][C:14]2[CH:19]=[C:18]([CH3:20])[CH:17]=[C:16]([O:21][C:22]3[CH:27]=[CH:26][C:25]([C:28]([F:31])([F:30])[F:29])=[CH:24][C:23]=3Br)[CH:15]=2)=[CH:9][C:8]=1[CH3:33])C.[C:35]([C:38]1[CH:43]=[CH:42][CH:41]=[CH:40][C:39]=1B(O)O)(=[O:37])[CH3:36]. (2) Given the product [Br:1][C:2]1[C:7]2[C:8](=[O:14])[NH:9][CH2:10][O:11][C:6]=2[C:5]([O:15][CH3:16])=[CH:4][CH:3]=1, predict the reactants needed to synthesize it. The reactants are: [Br:1][C:2]1[C:7]2[C:8](=[O:14])[N:9](CO)[CH2:10][O:11][C:6]=2[C:5]([O:15][CH3:16])=[CH:4][CH:3]=1. (3) Given the product [CH2:1]([NH:4][C:6]([CH2:5][N:7]1[CH2:10][CH2:11][N:26]([CH3:31])[CH2:9][CH2:8]1)=[O:14])[CH:2]=[CH2:3], predict the reactants needed to synthesize it. The reactants are: [CH2:1]([NH2:4])[CH:2]=[CH2:3].[CH2:5]([N:7]([CH2:10][CH3:11])[CH2:8][CH3:9])[CH3:6].ClC(OC1C=CC([N+]([O-])=O)=CC=1)=[O:14].C[N:26]1[CH2:31]CNCC1. (4) Given the product [CH2:24]([C@H:2]1[NH:1][C:27](=[O:29])[N:5]([C:6]2[CH:7]=[N:8][C:9]([O:12][C:13]3[C:18]4[C:19]([CH2:22][CH3:23])=[N:20][O:21][C:17]=4[CH:16]=[CH:15][CH:14]=3)=[CH:10][CH:11]=2)[C:3]1=[O:4])[CH3:25], predict the reactants needed to synthesize it. The reactants are: [NH2:1][C@H:2]([CH2:24][CH3:25])[C:3]([NH:5][C:6]1[CH:7]=[N:8][C:9]([O:12][C:13]2[C:18]3[C:19]([CH2:22][CH3:23])=[N:20][O:21][C:17]=3[CH:16]=[CH:15][CH:14]=2)=[CH:10][CH:11]=1)=[O:4].Cl[C:27](Cl)([O:29]C(=O)OC(Cl)(Cl)Cl)Cl. (5) Given the product [CH3:24][O:23][C:20]1[CH:21]=[CH:22][C:17]([CH:12]2[CH2:13][CH2:14][CH2:15][CH2:16][N:10]([C:8]([C:4]3[CH:3]=[C:2]([NH:26][CH3:25])[N:7]=[N:6][CH:5]=3)=[O:9])[CH2:11]2)=[CH:18][CH:19]=1, predict the reactants needed to synthesize it. The reactants are: Cl[C:2]1[N:7]=[N:6][CH:5]=[C:4]([C:8]([N:10]2[CH2:16][CH2:15][CH2:14][CH2:13][CH:12]([C:17]3[CH:22]=[CH:21][C:20]([O:23][CH3:24])=[CH:19][CH:18]=3)[CH2:11]2)=[O:9])[CH:3]=1.[CH3:25][NH2:26].